This data is from Forward reaction prediction with 1.9M reactions from USPTO patents (1976-2016). The task is: Predict the product of the given reaction. (1) Given the reactants [CH3:1][N:2]1[CH2:8][CH:7]([OH:9])[C:6]2[CH:10]=[CH:11][S:12][C:5]=2[CH2:4][CH2:3]1.[Cl:13][C:14]1[CH:19]=[CH:18][CH:17]=[C:16](F)[C:15]=1[C:21]([F:24])([F:23])[F:22], predict the reaction product. The product is: [Cl:13][C:14]1[C:15]([C:21]([F:22])([F:23])[F:24])=[C:16]([O:9][CH:7]2[CH2:8][N:2]([CH3:1])[CH2:3][CH2:4][C:5]3[S:12][CH:11]=[CH:10][C:6]2=3)[CH:17]=[CH:18][CH:19]=1. (2) Given the reactants [CH2:1]([NH:5][C:6]1[N:14]=[C:13]2[C:9]([N:10]=[C:11]([O:23][CH3:24])[N:12]2[CH2:15][CH2:16][CH2:17][CH:18]2[CH2:22][CH2:21]OC2)=[C:8]([NH2:25])[N:7]=1)[CH2:2][CH2:3][CH3:4].F[C:27](F)(F)[C:28](O)=[O:29].C(NC1NC2C(N=C(OC)N=2)=C(N)N=1)CCC.BrCCCC1CCCCO1, predict the reaction product. The product is: [CH2:1]([NH:5][C:6]1[N:14]=[C:13]2[C:9]([N:10]=[C:11]([O:23][CH3:24])[N:12]2[CH2:15][CH2:16][CH2:17][CH:18]2[CH2:22][CH2:21][CH2:27][CH2:28][O:29]2)=[C:8]([NH2:25])[N:7]=1)[CH2:2][CH2:3][CH3:4]. (3) Given the reactants [Br:1][C:2]1[CH:7]=[CH:6][C:5]([S:8](Cl)(=[O:10])=[O:9])=[CH:4][C:3]=1[F:12].[CH2:13]([NH2:16])[CH2:14][CH3:15], predict the reaction product. The product is: [Br:1][C:2]1[CH:7]=[CH:6][C:5]([S:8]([NH:16][CH2:13][CH2:14][CH3:15])(=[O:10])=[O:9])=[CH:4][C:3]=1[F:12]. (4) Given the reactants [C:1]1([OH:7])[CH:6]=[CH:5][CH:4]=[CH:3][CH:2]=1.[C:8](O)(=[O:10])[CH3:9].O.C1(C)C=CC(S(O)(=O)=O)=CC=1.C(N(CC)CC)C, predict the reaction product. The product is: [C:8]([O:7][C:1]1[CH:6]=[CH:5][CH:4]=[CH:3][CH:2]=1)(=[O:10])[CH3:9]. (5) Given the reactants [CH:1]1[C:6]([OH:7])=[CH:5][CH:4]=[C:3]([CH3:8])[CH:2]=1.C([O-])([O-])=O.[Cs+].[Cs+].[CH3:15][N:16]1[C:21](=O)[N:20]([CH3:23])[CH2:19][CH2:18]C1, predict the reaction product. The product is: [CH2:19]([N:20]1[CH:23]=[CH:15][N:16]=[C:21]1[O:7][C:6]1[CH:5]=[CH:4][C:3]([CH3:8])=[CH:2][CH:1]=1)[CH3:18]. (6) Given the reactants [C:1]([CH:5]1[CH2:10][CH2:9][CH:8]([O:11][C:12]2[CH:13]=[C:14]3[C:19](=[CH:20][CH:21]=2)[CH:18]=[C:17]([C@:22]2([CH3:28])[CH2:26][O:25][C:24](=[O:27])[NH:23]2)[CH:16]=[CH:15]3)[CH2:7][CH2:6]1)([CH3:4])([CH3:3])[CH3:2].[H-].[Na+].[CH3:31]I, predict the reaction product. The product is: [C:1]([CH:5]1[CH2:6][CH2:7][CH:8]([O:11][C:12]2[CH:13]=[C:14]3[C:19](=[CH:20][CH:21]=2)[CH:18]=[C:17]([C@:22]2([CH3:28])[CH2:26][O:25][C:24](=[O:27])[N:23]2[CH3:31])[CH:16]=[CH:15]3)[CH2:9][CH2:10]1)([CH3:4])([CH3:2])[CH3:3].